This data is from Full USPTO retrosynthesis dataset with 1.9M reactions from patents (1976-2016). The task is: Predict the reactants needed to synthesize the given product. Given the product [F:21][C:2]1[N:3]=[C:4]([O:11][CH3:12])[C:5]([C:8]([NH2:10])=[O:9])=[N:6][CH:7]=1, predict the reactants needed to synthesize it. The reactants are: N[C:2]1[N:3]=[C:4]([O:11][CH3:12])[C:5]([C:8]([NH2:10])=[O:9])=[N:6][CH:7]=1.N([O-])=O.[Na+].C(Cl)(Cl)Cl.[FH:21].N1C=CC=CC=1.